This data is from Forward reaction prediction with 1.9M reactions from USPTO patents (1976-2016). The task is: Predict the product of the given reaction. (1) Given the reactants [CH3:1][Si:2]([CH3:19])([CH3:18])[CH2:3][CH2:4][O:5][CH2:6][N:7]1[C:11]2[N:12]=[CH:13][CH:14]=[C:15]([C:16]#[N:17])[C:10]=2[CH:9]=[CH:8]1.C(O)C.Cl.[NH2:24][OH:25].C(=O)([O-])[O-].[K+].[K+], predict the reaction product. The product is: [OH:25][NH:24][C:16]([C:15]1[C:10]2[CH:9]=[CH:8][N:7]([CH2:6][O:5][CH2:4][CH2:3][Si:2]([CH3:19])([CH3:18])[CH3:1])[C:11]=2[N:12]=[CH:13][CH:14]=1)=[NH:17]. (2) Given the reactants [NH2:1][C:2]1[CH:27]=[CH:26][C:5]([O:6][CH2:7][C:8]([O:10][CH2:11][CH2:12][O:13][C:14](=[O:25])[CH:15]([O:17][C:18]2[CH:23]=[CH:22][C:21]([NH2:24])=[CH:20][CH:19]=2)[CH3:16])=[O:9])=[CH:4][CH:3]=1.Cl[C:29](Cl)([O:31]C(=O)OC(Cl)(Cl)Cl)Cl.[O:40]1CCOC[CH2:41]1, predict the reaction product. The product is: [N:1]([C:2]1[CH:27]=[CH:26][C:5]([O:6][CH2:7][C:8]([O:10][CH2:11][CH2:12][O:13][C:14](=[O:25])[CH:15]([O:17][C:18]2[CH:19]=[CH:20][C:21]([N:24]=[C:41]=[O:40])=[CH:22][CH:23]=2)[CH3:16])=[O:9])=[CH:4][CH:3]=1)=[C:29]=[O:31].